Dataset: Forward reaction prediction with 1.9M reactions from USPTO patents (1976-2016). Task: Predict the product of the given reaction. (1) Given the reactants [CH3:1][O-:2].[Na+].[NH2:4][C:5]1[N:6]=[C:7](Cl)[C:8]([C:11]#[N:12])=[N:9][CH:10]=1, predict the reaction product. The product is: [NH2:4][C:5]1[N:6]=[C:7]([O:2][CH3:1])[C:8]([C:11]#[N:12])=[N:9][CH:10]=1. (2) Given the reactants [C:1]([C:5]1[N:10]=[CH:9][C:8]([C:11]2[N:12]([C:32]([N:34]3[CH2:39][CH2:38][CH:37]([CH2:40][C:41]([OH:43])=O)[CH2:36][CH2:35]3)=[O:33])[C@@:13]([C:25]3[CH:30]=[CH:29][C:28]([Cl:31])=[CH:27][CH:26]=3)([CH3:24])[C@@:14]([C:17]3[CH:22]=[CH:21][C:20]([Cl:23])=[CH:19][CH:18]=3)([CH3:16])[N:15]=2)=[C:7]([O:44][CH2:45][CH3:46])[CH:6]=1)([CH3:4])([CH3:3])[CH3:2].[F:47][C:48]1[CH:55]=[C:54]([CH3:56])[CH:53]=[CH:52][C:49]=1[CH2:50][NH2:51], predict the reaction product. The product is: [C:1]([C:5]1[N:10]=[CH:9][C:8]([C:11]2[N:12]([C:32]([N:34]3[CH2:39][CH2:38][CH:37]([CH2:40][C:41]([NH:51][CH2:50][C:49]4[CH:52]=[CH:53][C:54]([CH3:56])=[CH:55][C:48]=4[F:47])=[O:43])[CH2:36][CH2:35]3)=[O:33])[C@@:13]([C:25]3[CH:26]=[CH:27][C:28]([Cl:31])=[CH:29][CH:30]=3)([CH3:24])[C@@:14]([C:17]3[CH:22]=[CH:21][C:20]([Cl:23])=[CH:19][CH:18]=3)([CH3:16])[N:15]=2)=[C:7]([O:44][CH2:45][CH3:46])[CH:6]=1)([CH3:2])([CH3:4])[CH3:3].